From a dataset of Reaction yield outcomes from USPTO patents with 853,638 reactions. Predict the reaction yield, written as a fraction of the theoretical maximum amount of product (1.0 means a 100% yield; for example, 0.34 means a 34% yield). (1) The reactants are C(N1C2C(=CC(N[C:18]([NH:20][C:21]3[CH:26]=[C:25]([Cl:27])[CH:24]=[CH:23][C:22]=3[O:28][CH3:29])=[O:19])=CC=2)C(=O)N1)C1C=CC=CC=1.C(N1C2C(=CC([N+]([O-])=O)=CC=2)C(=O)N1)C1C=CC=CC=1. No catalyst specified. The product is [Cl:27][C:25]1[CH:24]=[CH:23][C:22]([O:28][CH3:29])=[C:21]([N:20]=[C:18]=[O:19])[CH:26]=1. The yield is 0.130. (2) The reactants are [CH3:1][O:2][C:3]1[CH:12]=[C:11]2[C:6]([C:7]([NH:13][C:14]3[CH:19]=[CH:18][C:17]([O:20][C:21]4[CH:26]=[CH:25][CH:24]=[CH:23][CH:22]=4)=[CH:16][CH:15]=3)=[N:8][CH:9]=[N:10]2)=[CH:5][C:4]=1[N+:27]([O-])=O.[Cl-].[NH4+].O.CC(=O)OCC. The catalyst is CO.[Fe]. The product is [CH3:1][O:2][C:3]1[CH:12]=[C:11]2[C:6]([C:7]([NH:13][C:14]3[CH:15]=[CH:16][C:17]([O:20][C:21]4[CH:26]=[CH:25][CH:24]=[CH:23][CH:22]=4)=[CH:18][CH:19]=3)=[N:8][CH:9]=[N:10]2)=[CH:5][C:4]=1[NH2:27]. The yield is 0.741. (3) The reactants are [Cl:1][C:2]1[CH:3]=[CH:4][C:5]([F:16])=[C:6]([C:8]2[O:12][N:11]=[C:10]([CH:13](O)[CH3:14])[N:9]=2)[CH:7]=1.P(Br)(Br)[Br:18].O.C([O-])(O)=O.[Na+]. The catalyst is C1C=CC=CC=1. The product is [Br:18][CH:13]([C:10]1[N:9]=[C:8]([C:6]2[CH:7]=[C:2]([Cl:1])[CH:3]=[CH:4][C:5]=2[F:16])[O:12][N:11]=1)[CH3:14]. The yield is 0.320. (4) The reactants are O[C:2]1([CH3:24])[CH2:6][N:5]([C:7]([O:9][C:10]([CH3:13])([CH3:12])[CH3:11])=[O:8])[C@H:4]([C:14]([O:16][CH2:17][C:18]2[CH:23]=[CH:22][CH:21]=[CH:20][CH:19]=2)=[O:15])[CH2:3]1.CCN(S(F)(F)[F:31])CC. The catalyst is ClCCl. The product is [F:31][C@@:2]1([CH3:24])[CH2:6][N:5]([C:7]([O:9][C:10]([CH3:13])([CH3:12])[CH3:11])=[O:8])[C@H:4]([C:14]([O:16][CH2:17][C:18]2[CH:23]=[CH:22][CH:21]=[CH:20][CH:19]=2)=[O:15])[CH2:3]1. The yield is 0.200. (5) The catalyst is CN(C=O)C.Cl. The yield is 0.950. The product is [OH:8][N:7]=[C:6]([Cl:16])[C:2]1[S:1][CH:5]=[CH:4][CH:3]=1. The reactants are [S:1]1[CH:5]=[CH:4][CH:3]=[C:2]1[CH:6]=[N:7][OH:8].C1C(=O)N([Cl:16])C(=O)C1. (6) The catalyst is C(Cl)Cl.CN(C)C=O.O1CCCC1.C(OCC)(=O)C. The product is [Br:35][C:32]1[N:33]=[CH:34][C:29]([NH:28][C:13](=[O:15])[CH:12]([C:4]2[CH:5]=[CH:6][C:7]([S:8]([CH3:11])(=[O:9])=[O:10])=[C:2]([Cl:1])[CH:3]=2)[CH2:16][CH:17]2[CH2:21][CH2:20][CH2:19][CH2:18]2)=[N:30][CH:31]=1. The reactants are [Cl:1][C:2]1[CH:3]=[C:4]([CH:12]([CH2:16][CH:17]2[CH2:21][CH2:20][CH2:19][CH2:18]2)[C:13]([OH:15])=O)[CH:5]=[CH:6][C:7]=1[S:8]([CH3:11])(=[O:10])=[O:9].C(Cl)(=O)C(Cl)=O.[NH2:28][C:29]1[CH:34]=[N:33][C:32]([Br:35])=[CH:31][N:30]=1.N1C(C)=CC=CC=1C. The yield is 0.680.